This data is from Full USPTO retrosynthesis dataset with 1.9M reactions from patents (1976-2016). The task is: Predict the reactants needed to synthesize the given product. Given the product [Cl:1][C:2]1[CH:3]=[C:4]([CH:5]=[CH:6][CH:7]=1)[C:8]([OH:10])=[O:9], predict the reactants needed to synthesize it. The reactants are: [Cl:1][C:2]1[CH:7]=[CH:6][CH:5]=[C:4]([C:8]([O:10]O)=[O:9])[CH:3]=1.